This data is from NCI-60 drug combinations with 297,098 pairs across 59 cell lines. The task is: Regression. Given two drug SMILES strings and cell line genomic features, predict the synergy score measuring deviation from expected non-interaction effect. (1) Drug 1: CCC1(CC2CC(C3=C(CCN(C2)C1)C4=CC=CC=C4N3)(C5=C(C=C6C(=C5)C78CCN9C7C(C=CC9)(C(C(C8N6C=O)(C(=O)OC)O)OC(=O)C)CC)OC)C(=O)OC)O.OS(=O)(=O)O. Drug 2: C(=O)(N)NO. Cell line: T-47D. Synergy scores: CSS=-9.44, Synergy_ZIP=7.55, Synergy_Bliss=9.48, Synergy_Loewe=-3.85, Synergy_HSA=-3.93. (2) Drug 1: C1=CC(=C2C(=C1NCCNCCO)C(=O)C3=C(C=CC(=C3C2=O)O)O)NCCNCCO. Drug 2: CC1C(C(CC(O1)OC2CC(CC3=C2C(=C4C(=C3O)C(=O)C5=CC=CC=C5C4=O)O)(C(=O)C)O)N)O. Cell line: CCRF-CEM. Synergy scores: CSS=52.4, Synergy_ZIP=-7.09, Synergy_Bliss=-10.9, Synergy_Loewe=-6.54, Synergy_HSA=-4.77. (3) Drug 1: C1=NC2=C(N1)C(=S)N=C(N2)N. Drug 2: C1=CC=C(C=C1)NC(=O)CCCCCCC(=O)NO. Cell line: COLO 205. Synergy scores: CSS=22.8, Synergy_ZIP=-2.08, Synergy_Bliss=-1.66, Synergy_Loewe=-7.28, Synergy_HSA=-0.958. (4) Drug 1: C1CC(C1)(C(=O)O)C(=O)O.[NH2-].[NH2-].[Pt+2]. Drug 2: CC1=C(C(=O)C2=C(C1=O)N3CC4C(C3(C2COC(=O)N)OC)N4)N. Cell line: SK-OV-3. Synergy scores: CSS=26.4, Synergy_ZIP=-2.49, Synergy_Bliss=5.23, Synergy_Loewe=-30.7, Synergy_HSA=1.62. (5) Drug 1: CCCS(=O)(=O)NC1=C(C(=C(C=C1)F)C(=O)C2=CNC3=C2C=C(C=N3)C4=CC=C(C=C4)Cl)F. Drug 2: C1=NC2=C(N=C(N=C2N1C3C(C(C(O3)CO)O)F)Cl)N. Cell line: LOX IMVI. Synergy scores: CSS=36.9, Synergy_ZIP=1.01, Synergy_Bliss=0.724, Synergy_Loewe=1.40, Synergy_HSA=2.28. (6) Drug 1: C1CCC(C1)C(CC#N)N2C=C(C=N2)C3=C4C=CNC4=NC=N3. Drug 2: C1=CN(C=N1)CC(O)(P(=O)(O)O)P(=O)(O)O. Cell line: SNB-75. Synergy scores: CSS=-4.46, Synergy_ZIP=1.54, Synergy_Bliss=-0.280, Synergy_Loewe=-9.73, Synergy_HSA=-3.84.